From a dataset of Catalyst prediction with 721,799 reactions and 888 catalyst types from USPTO. Predict which catalyst facilitates the given reaction. (1) Reactant: [C:1]1([CH:7]([NH:16][C:17]2[CH:22]=[CH:21][C:20]([CH2:23][CH2:24][CH2:25][CH2:26][N:27](C(OC(C)(C)C)=O)[C:28]3[CH:33]=[CH:32][CH:31]=[CH:30][N:29]=3)=[CH:19][CH:18]=2)[CH2:8][C:9]([O:11]C(C)(C)C)=[O:10])[CH:6]=[CH:5][CH:4]=[CH:3][CH:2]=1. Product: [C:1]1([CH:7]([NH:16][C:17]2[CH:22]=[CH:21][C:20]([CH2:23][CH2:24][CH2:25][CH2:26][NH:27][C:28]3[CH:33]=[CH:32][CH:31]=[CH:30][N:29]=3)=[CH:19][CH:18]=2)[CH2:8][C:9]([OH:11])=[O:10])[CH:6]=[CH:5][CH:4]=[CH:3][CH:2]=1. The catalyst class is: 137. (2) Reactant: [F:1][C:2]([F:27])([F:26])[C:3]1[CH:4]=[CH:5][C:6]2[C:10]([N:11]3[CH2:16][CH2:15][N:14]([CH2:17][CH2:18][C:19]4([C:22]([OH:24])=O)[CH2:21][CH2:20]4)[CH2:13][CH2:12]3)=[CH:9][S:8][C:7]=2[CH:25]=1.C(Cl)(=O)C(Cl)=O.[NH2:34][CH2:35][CH2:36][CH2:37][N:38]1[CH:42]=[CH:41][N:40]=[CH:39]1.C(N(CC)CC)C.C(=O)(O)[O-].[Na+]. Product: [N:38]1([CH2:37][CH2:36][CH2:35][NH:34][C:22]([C:19]2([CH2:18][CH2:17][N:14]3[CH2:15][CH2:16][N:11]([C:10]4[C:6]5[CH:5]=[CH:4][C:3]([C:2]([F:1])([F:27])[F:26])=[CH:25][C:7]=5[S:8][CH:9]=4)[CH2:12][CH2:13]3)[CH2:20][CH2:21]2)=[O:24])[CH:42]=[CH:41][N:40]=[CH:39]1. The catalyst class is: 139. (3) Product: [Cl:1][C:2]1[CH:11]=[C:10]2[C:5]([C:6]([N:12]3[CH2:13][CH:14]([CH3:19])[N:15]([C:28]([NH:27][C:24]4[CH:25]=[CH:26][C:21]([F:20])=[CH:22][CH:23]=4)=[O:29])[CH:16]([CH3:18])[CH2:17]3)=[CH:7][CH:8]=[N:9]2)=[CH:4][CH:3]=1. The catalyst class is: 61. Reactant: [Cl:1][C:2]1[CH:11]=[C:10]2[C:5]([C:6]([N:12]3[CH2:17][CH:16]([CH3:18])[NH:15][CH:14]([CH3:19])[CH2:13]3)=[CH:7][CH:8]=[N:9]2)=[CH:4][CH:3]=1.[F:20][C:21]1[CH:26]=[CH:25][C:24]([N:27]=[C:28]=[O:29])=[CH:23][CH:22]=1. (4) Reactant: [F:1][C:2]1[CH:7]=[CH:6][C:5]([C:8]2[CH:16]=[CH:15][CH:14]=[C:13]3[C:9]=2[CH2:10][C:11](=[O:17])[NH:12]3)=[CH:4][CH:3]=1.[CH2:18]([N:20]([CH2:34][CH3:35])[CH2:21][CH2:22][NH:23][C:24]([C:26]1[C:30]([CH3:31])=[C:29]([CH:32]=O)[NH:28][CH:27]=1)=[O:25])[CH3:19]. Product: [CH2:34]([N:20]([CH2:18][CH3:19])[CH2:21][CH2:22][NH:23][C:24]([C:26]1[C:30]([CH3:31])=[C:29]([CH:32]=[C:10]2[C:9]3[C:13](=[CH:14][CH:15]=[CH:16][C:8]=3[C:5]3[CH:4]=[CH:3][C:2]([F:1])=[CH:7][CH:6]=3)[NH:12][C:11]2=[O:17])[NH:28][CH:27]=1)=[O:25])[CH3:35]. The catalyst class is: 360. (5) Reactant: [Cl:1][C:2]1[CH:3]=[CH:4][C:5]([NH:12][C:13]2[CH:14]=[C:15]3[C:19](=[CH:20][CH:21]=2)[N:18]([C:22]2[CH:27]=[CH:26][N:25]=[C:24]([N:28]4[CH2:33][CH2:32][O:31][CH2:30][CH2:29]4)[N:23]=2)[CH:17]=[CH:16]3)=[C:6]([CH:11]=1)[C:7]([O:9]C)=[O:8].[OH-].[Na+].O.Cl. Product: [Cl:1][C:2]1[CH:3]=[CH:4][C:5]([NH:12][C:13]2[CH:14]=[C:15]3[C:19](=[CH:20][CH:21]=2)[N:18]([C:22]2[CH:27]=[CH:26][N:25]=[C:24]([N:28]4[CH2:33][CH2:32][O:31][CH2:30][CH2:29]4)[N:23]=2)[CH:17]=[CH:16]3)=[C:6]([CH:11]=1)[C:7]([OH:9])=[O:8]. The catalyst class is: 8. (6) Reactant: Cl.[NH:2]1[CH2:7][CH2:6][CH:5]([C:8]2[C:20]3[C:19]4[CH:18]=[CH:17][CH:16]=[CH:15][C:14]=4[C:13](=[O:21])[NH:12][C:11]=3[N:10]([CH3:22])[N:9]=2)[CH2:4][CH2:3]1.C=O.[C:25](O[BH-](OC(=O)C)OC(=O)C)(=O)C.[Na+]. Product: [CH3:25][N:2]1[CH2:3][CH2:4][CH:5]([C:8]2[C:20]3[C:19]4[CH:18]=[CH:17][CH:16]=[CH:15][C:14]=4[C:13](=[O:21])[NH:12][C:11]=3[N:10]([CH3:22])[N:9]=2)[CH2:6][CH2:7]1. The catalyst class is: 6. (7) The catalyst class is: 9. Product: [CH3:1][O:2][C:3]1[CH:4]=[CH:5][C:6]([O:12][C:13]2[C:14]([CH3:22])=[N:15][N:16]([CH2:19][C:20]3[NH:25][N:24]=[N:23][N:21]=3)[C:17]=2[CH3:18])=[C:7]2[C:11]=1[CH2:10][CH2:9][CH2:8]2. Reactant: [CH3:1][O:2][C:3]1[CH:4]=[CH:5][C:6]([O:12][C:13]2[C:14]([CH3:22])=[N:15][N:16]([CH2:19][C:20]#[N:21])[C:17]=2[CH3:18])=[C:7]2[C:11]=1[CH2:10][CH2:9][CH2:8]2.[N-:23]=[N+:24]=[N-:25].[Na+].Cl.C(N(CC)CC)C.Cl. (8) Reactant: Cl[CH2:2][CH2:3][N:4]1[CH2:9][CH2:8][CH2:7][CH:6]([N:10]2[C:14]3[C:15]4[CH:16]=[CH:17][CH:18]=[CH:19][C:20]=4[S:21](=[O:24])(=[O:23])[CH2:22][C:13]=3[C:12]([C:25]([N:27]3[CH2:32][CH2:31][O:30][CH2:29][CH2:28]3)=[O:26])=[N:11]2)[CH2:5]1.[NH:33]1[CH2:38][CH2:37][O:36][CH2:35][CH2:34]1.[I-].[Na+].C([O-])([O-])=O.[K+].[K+]. Product: [N:27]1([C:25]([C:12]2[C:13]3[CH2:22][S:21](=[O:23])(=[O:24])[C:20]4[CH:19]=[CH:18][CH:17]=[CH:16][C:15]=4[C:14]=3[N:10]([CH:6]3[CH2:7][CH2:8][CH2:9][N:4]([CH2:3][CH2:2][N:33]4[CH2:38][CH2:37][O:36][CH2:35][CH2:34]4)[CH2:5]3)[N:11]=2)=[O:26])[CH2:32][CH2:31][O:30][CH2:29][CH2:28]1. The catalyst class is: 291. (9) Reactant: Br[C:2]1[CH:3]=[C:4]([N:8]2[CH2:13][CH2:12][CH:11]([NH:14][C:15](=[O:19])[CH2:16][O:17][CH3:18])[CH2:10][CH2:9]2)[CH:5]=[CH:6][CH:7]=1.[B:20]1([B:20]2[O:24][C:23]([CH3:26])([CH3:25])[C:22]([CH3:28])([CH3:27])[O:21]2)[O:24][C:23]([CH3:26])([CH3:25])[C:22]([CH3:28])([CH3:27])[O:21]1.C(Cl)Cl.C([O-])(=O)C.[K+]. Product: [CH3:18][O:17][CH2:16][C:15]([NH:14][CH:11]1[CH2:12][CH2:13][N:8]([C:4]2[CH:5]=[CH:6][CH:7]=[C:2]([B:20]3[O:24][C:23]([CH3:26])([CH3:25])[C:22]([CH3:28])([CH3:27])[O:21]3)[CH:3]=2)[CH2:9][CH2:10]1)=[O:19]. The catalyst class is: 75.